Dataset: NCI-60 drug combinations with 297,098 pairs across 59 cell lines. Task: Regression. Given two drug SMILES strings and cell line genomic features, predict the synergy score measuring deviation from expected non-interaction effect. (1) Drug 1: CC1C(C(=O)NC(C(=O)N2CCCC2C(=O)N(CC(=O)N(C(C(=O)O1)C(C)C)C)C)C(C)C)NC(=O)C3=C4C(=C(C=C3)C)OC5=C(C(=O)C(=C(C5=N4)C(=O)NC6C(OC(=O)C(N(C(=O)CN(C(=O)C7CCCN7C(=O)C(NC6=O)C(C)C)C)C)C(C)C)C)N)C. Drug 2: B(C(CC(C)C)NC(=O)C(CC1=CC=CC=C1)NC(=O)C2=NC=CN=C2)(O)O. Cell line: SNB-19. Synergy scores: CSS=30.9, Synergy_ZIP=-3.17, Synergy_Bliss=0.355, Synergy_Loewe=-12.1, Synergy_HSA=-0.648. (2) Drug 1: CC1C(C(CC(O1)OC2CC(CC3=C2C(=C4C(=C3O)C(=O)C5=C(C4=O)C(=CC=C5)OC)O)(C(=O)C)O)N)O.Cl. Drug 2: CS(=O)(=O)CCNCC1=CC=C(O1)C2=CC3=C(C=C2)N=CN=C3NC4=CC(=C(C=C4)OCC5=CC(=CC=C5)F)Cl. Cell line: HS 578T. Synergy scores: CSS=14.8, Synergy_ZIP=3.05, Synergy_Bliss=4.20, Synergy_Loewe=-14.7, Synergy_HSA=0.701. (3) Drug 1: CC1OCC2C(O1)C(C(C(O2)OC3C4COC(=O)C4C(C5=CC6=C(C=C35)OCO6)C7=CC(=C(C(=C7)OC)O)OC)O)O. Drug 2: CC1=C(N=C(N=C1N)C(CC(=O)N)NCC(C(=O)N)N)C(=O)NC(C(C2=CN=CN2)OC3C(C(C(C(O3)CO)O)O)OC4C(C(C(C(O4)CO)O)OC(=O)N)O)C(=O)NC(C)C(C(C)C(=O)NC(C(C)O)C(=O)NCCC5=NC(=CS5)C6=NC(=CS6)C(=O)NCCC[S+](C)C)O. Cell line: U251. Synergy scores: CSS=51.1, Synergy_ZIP=1.46, Synergy_Bliss=1.97, Synergy_Loewe=2.95, Synergy_HSA=3.77. (4) Drug 1: CN(C)N=NC1=C(NC=N1)C(=O)N. Drug 2: CC1=C(N=C(N=C1N)C(CC(=O)N)NCC(C(=O)N)N)C(=O)NC(C(C2=CN=CN2)OC3C(C(C(C(O3)CO)O)O)OC4C(C(C(C(O4)CO)O)OC(=O)N)O)C(=O)NC(C)C(C(C)C(=O)NC(C(C)O)C(=O)NCCC5=NC(=CS5)C6=NC(=CS6)C(=O)NCCC[S+](C)C)O. Cell line: SN12C. Synergy scores: CSS=6.62, Synergy_ZIP=-2.85, Synergy_Bliss=-0.160, Synergy_Loewe=-7.50, Synergy_HSA=0.577. (5) Cell line: HL-60(TB). Drug 2: C1C(C(OC1N2C=C(C(=O)NC2=O)F)CO)O. Drug 1: CC1C(C(CC(O1)OC2CC(CC3=C2C(=C4C(=C3O)C(=O)C5=C(C4=O)C(=CC=C5)OC)O)(C(=O)C)O)N)O.Cl. Synergy scores: CSS=81.6, Synergy_ZIP=7.46, Synergy_Bliss=8.99, Synergy_Loewe=5.96, Synergy_HSA=10.6. (6) Drug 1: C1=NC2=C(N1)C(=S)N=CN2. Drug 2: C1CNP(=O)(OC1)N(CCCl)CCCl. Cell line: HCT116. Synergy scores: CSS=52.9, Synergy_ZIP=-0.279, Synergy_Bliss=-0.732, Synergy_Loewe=-59.2, Synergy_HSA=-0.188. (7) Drug 1: CC1=C2C(C(=O)C3(C(CC4C(C3C(C(C2(C)C)(CC1OC(=O)C(C(C5=CC=CC=C5)NC(=O)OC(C)(C)C)O)O)OC(=O)C6=CC=CC=C6)(CO4)OC(=O)C)OC)C)OC. Drug 2: CC1OCC2C(O1)C(C(C(O2)OC3C4COC(=O)C4C(C5=CC6=C(C=C35)OCO6)C7=CC(=C(C(=C7)OC)O)OC)O)O. Cell line: NCI-H226. Synergy scores: CSS=27.6, Synergy_ZIP=-10.1, Synergy_Bliss=-10.1, Synergy_Loewe=-5.95, Synergy_HSA=-4.87. (8) Drug 1: CN1C(=O)N2C=NC(=C2N=N1)C(=O)N. Drug 2: CN1C2=C(C=C(C=C2)N(CCCl)CCCl)N=C1CCCC(=O)O.Cl. Cell line: UACC62. Synergy scores: CSS=5.99, Synergy_ZIP=-1.45, Synergy_Bliss=0.174, Synergy_Loewe=1.73, Synergy_HSA=0.665.